This data is from Catalyst prediction with 721,799 reactions and 888 catalyst types from USPTO. The task is: Predict which catalyst facilitates the given reaction. (1) Reactant: [NH:1]1[C:5]2[CH:6]=[CH:7][C:8]([CH:10]=[N:11]O)=[CH:9][C:4]=2[N:3]=[CH:2]1.[ClH:13]. The catalyst class is: 5. Product: [ClH:13].[NH:1]1[C:5]2[CH:6]=[CH:7][C:8]([CH2:10][NH2:11])=[CH:9][C:4]=2[N:3]=[CH:2]1. (2) Reactant: [CH:1](=O)[C:2]1[CH:7]=[CH:6][CH:5]=[CH:4][CH:3]=1.[NH2:9][C:10]1[CH:15]=[CH:14][N:13]=[C:12]([F:16])[CH:11]=1. Product: [CH:1](=[N:9][C:10]1[CH:15]=[CH:14][N:13]=[C:12]([F:16])[CH:11]=1)[C:2]1[CH:7]=[CH:6][CH:5]=[CH:4][CH:3]=1. The catalyst class is: 8. (3) Reactant: [CH3:1][N:2]1[CH:6]([C:7]([OH:9])=O)[CH2:5][N:4]([C:10]2[CH:11]=[N:12][CH:13]=[CH:14][CH:15]=2)[C:3]1=[O:16].O.ON1C2C=CC=CC=2N=N1.Cl.C(N=C=NCCCN(C)C)C.C(N1CCOCC1)C.[Cl:48][C:49]1[C:54]([C:55]([F:58])([F:57])[F:56])=[CH:53][CH:52]=[CH:51][C:50]=1[CH2:59][NH2:60]. Product: [Cl:48][C:49]1[C:54]([C:55]([F:57])([F:58])[F:56])=[CH:53][CH:52]=[CH:51][C:50]=1[CH2:59][NH:60][C:7]([CH:6]1[CH2:5][N:4]([C:10]2[CH:11]=[N:12][CH:13]=[CH:14][CH:15]=2)[C:3](=[O:16])[N:2]1[CH3:1])=[O:9]. The catalyst class is: 98. (4) Reactant: F[B-](F)(F)F.C([O+](CC)CC)C.[Cl:13][C:14]1[C:19]([F:20])=[C:18]([Cl:21])[CH:17]=[CH:16][C:15]=1[C:22]([N:24]1[CH2:29][CH2:28][NH:27][C:26](=O)[CH2:25]1)=[O:23].[OH:31][C:32]1[C:33]([C:38]([NH:40][NH2:41])=O)=[N:34][CH:35]=[CH:36][CH:37]=1. Product: [Cl:13][C:14]1[C:19]([F:20])=[C:18]([Cl:21])[CH:17]=[CH:16][C:15]=1[C:22]([N:24]1[CH2:29][CH2:28][N:27]2[C:38]([C:33]3[C:32]([OH:31])=[CH:37][CH:36]=[CH:35][N:34]=3)=[N:40][N:41]=[C:26]2[CH2:25]1)=[O:23]. The catalyst class is: 4. (5) Reactant: [CH3:1][O:2][C:3](=[O:18])[CH2:4][C:5]1[C:13]2[C:8](=[CH:9][CH:10]=[CH:11][CH:12]=2)[N:7]([C:14]([O:16][CH3:17])=[O:15])[CH:6]=1.CN(C)P(=O)(N(C)C)N(C)C.C([N-]C(C)C)(C)C.[Li+].C1CCCCC1.[CH:44]1([CH2:49][CH2:50]I)[CH2:48][CH2:47][CH2:46][CH2:45]1. Product: [CH3:1][O:2][C:3](=[O:18])[CH:4]([CH2:50][CH2:49][CH:44]1[CH2:48][CH2:47][CH2:46][CH2:45]1)[C:5]1[C:13]2[C:8](=[CH:9][CH:10]=[CH:11][CH:12]=2)[N:7]([C:14]([O:16][CH3:17])=[O:15])[CH:6]=1. The catalyst class is: 7. (6) Reactant: [BH4-].[Na+].[F:3][C:4]([F:32])([F:31])[C:5]([C:8]1[S:9][C:10]([C:13]2[CH:18]=[C:17]([NH:19][C:20]3[N:25]=[C:24]([C:26]([F:29])([F:28])[F:27])[CH:23]=[CH:22][N:21]=3)[CH:16]=[C:15]([CH3:30])[CH:14]=2)=[CH:11][N:12]=1)(O)[OH:6].C(OCC)(=O)C.C([O-])(O)=O.[Na+]. Product: [F:31][C:4]([F:3])([F:32])[CH:5]([C:8]1[S:9][C:10]([C:13]2[CH:18]=[C:17]([NH:19][C:20]3[N:25]=[C:24]([C:26]([F:27])([F:28])[F:29])[CH:23]=[CH:22][N:21]=3)[CH:16]=[C:15]([CH3:30])[CH:14]=2)=[CH:11][N:12]=1)[OH:6]. The catalyst class is: 5.